This data is from Full USPTO retrosynthesis dataset with 1.9M reactions from patents (1976-2016). The task is: Predict the reactants needed to synthesize the given product. (1) Given the product [NH:3]1[C:7]2[CH2:8][CH2:9][CH2:10][CH2:11][C:6]=2[N:5]=[C:4]1[C:12]1[C:24]2[C:23]3[C:18](=[CH:19][CH:20]=[CH:21][CH:22]=3)[CH:17]([NH2:25])[C:16]=2[CH:15]=[CH:14][CH:13]=1, predict the reactants needed to synthesize it. The reactants are: [H][H].[NH:3]1[C:7]2[CH2:8][CH2:9][CH2:10][CH2:11][C:6]=2[N:5]=[C:4]1[C:12]1[C:24]2[C:23]3[C:18](=[CH:19][CH:20]=[CH:21][CH:22]=3)[C:17](=[N:25]O)[C:16]=2[CH:15]=[CH:14][CH:13]=1. (2) Given the product [CH3:1][C:2]1[NH:3][C:4]2[C:9]([C:10]=1[CH:15]=[O:17])=[CH:8][C:7]([O:11][CH2:12][CH2:13][CH3:14])=[CH:6][CH:5]=2, predict the reactants needed to synthesize it. The reactants are: [CH3:1][C:2]1[NH:3][C:4]2[C:9]([CH:10]=1)=[CH:8][C:7]([O:11][CH2:12][CH2:13][CH3:14])=[CH:6][CH:5]=2.[CH2:15]([O:17]C1C=C2C(=CC=1)NC(C)=C2C=O)C.